Task: Predict which catalyst facilitates the given reaction.. Dataset: Catalyst prediction with 721,799 reactions and 888 catalyst types from USPTO (1) Reactant: [CH3:1][O:2][C:3](=[O:14])[CH:4]([NH2:13])[CH2:5][CH:6]1[CH2:11][CH:10]2[CH2:12][CH:7]1[CH2:8][CH2:9]2.C(N(CC)C(C)C)(C)C.C1(C[C@H](N2[CH2:49][C:48]([O:50][C:51]3[C:56]([F:57])=[CH:55][CH:54]=[CH:53][C:52]=3[F:58])=[CH:47][C:46]2=[O:59])C(NC2C=CN(CC(O)(C)C)N=2)=O)CCCCC1. Product: [CH3:1][O:2][C:3](=[O:14])[CH:4]([N:13]1[CH2:49][C:48]([O:50][C:51]2[C:56]([F:57])=[CH:55][CH:54]=[CH:53][C:52]=2[F:58])=[CH:47][C:46]1=[O:59])[CH2:5][CH:6]1[CH2:11][CH:10]2[CH2:12][CH:7]1[CH2:8][CH2:9]2. The catalyst class is: 10. (2) Reactant: [C:1]([O:5][CH3:6])(=[O:4])[CH2:2][OH:3].[H-].[Na+].[CH2:9](Br)[CH:10]=[CH2:11].[NH4+].[Cl-]. Product: [CH2:11]([O:3][CH2:2][C:1]([O:5][CH3:6])=[O:4])[CH:10]=[CH2:9]. The catalyst class is: 3. (3) Reactant: Cl[CH2:2][CH2:3][CH2:4][O:5][C:6]1[CH:11]=[CH:10][C:9]([C:12]2[S:13][C:14]3[CH2:15][N:16]([C:21]([NH:23][CH2:24][CH3:25])=[O:22])[CH2:17][CH2:18][C:19]=3[N:20]=2)=[CH:8][CH:7]=1.[CH3:26][CH:27]1[CH2:31][CH2:30][CH2:29][NH:28]1.C(=O)([O-])[O-].[K+].[K+].[I-].[Na+]. Product: [CH2:24]([NH:23][C:21]([N:16]1[CH2:17][CH2:18][C:19]2[N:20]=[C:12]([C:9]3[CH:10]=[CH:11][C:6]([O:5][CH2:4][CH2:3][CH2:2][N:28]4[CH2:29][CH2:30][CH2:31][CH:27]4[CH3:26])=[CH:7][CH:8]=3)[S:13][C:14]=2[CH2:15]1)=[O:22])[CH3:25]. The catalyst class is: 10. (4) Reactant: [NH:1]1[CH2:6][CH2:5][NH:4][CH2:3][CH2:2]1.Cl[CH2:8][Si:9]([O:16][CH2:17][CH3:18])([O:13][CH2:14][CH3:15])[O:10][CH2:11][CH3:12].[SiH4]. Product: [CH2:14]([O:13][Si:9]([CH2:8][N:1]1[CH2:6][CH2:5][NH:4][CH2:3][CH2:2]1)([O:16][CH2:17][CH3:18])[O:10][CH2:11][CH3:12])[CH3:15]. The catalyst class is: 12. (5) Reactant: C(NC(C)C)(C)C.C([Li])CCC.[CH:13]1([C:17]([O:19][CH3:20])=[O:18])[CH2:16][CH2:15][CH2:14]1.[CH3:21][N:22]1[C:26]([C:27]2[CH:34]=[CH:33][C:30]([CH2:31]Cl)=[CH:29][CH:28]=2)=[N:25][N:24]=[N:23]1. Product: [CH3:21][N:22]1[C:26]([C:27]2[CH:34]=[CH:33][C:30]([CH2:31][C:13]3([C:17]([O:19][CH3:20])=[O:18])[CH2:16][CH2:15][CH2:14]3)=[CH:29][CH:28]=2)=[N:25][N:24]=[N:23]1. The catalyst class is: 375.